Dataset: Full USPTO retrosynthesis dataset with 1.9M reactions from patents (1976-2016). Task: Predict the reactants needed to synthesize the given product. (1) Given the product [NH2:14][CH:12]([C:3]1[CH:4]=[CH:5][C:6]([C:8]([OH:11])([CH3:9])[CH3:10])=[CH:7][C:2]=1[F:1])[CH3:13], predict the reactants needed to synthesize it. The reactants are: [F:1][C:2]1[CH:7]=[C:6]([C:8]([OH:11])([CH3:10])[CH3:9])[CH:5]=[CH:4][C:3]=1[CH:12]([N:14]1C(=O)C2C(=CC=CC=2)C1=O)[CH3:13].O.NN. (2) Given the product [N:24]1([C:6]2[CH:7]=[C:2]([CH:3]=[C:4]([C:9]([F:10])([F:12])[F:11])[CH:5]=2)[NH2:1])[CH:28]=[CH:27][N:26]=[CH:25]1, predict the reactants needed to synthesize it. The reactants are: [NH2:1][C:2]1[CH:3]=[C:4]([C:9]([F:12])([F:11])[F:10])[CH:5]=[C:6](Br)[CH:7]=1.OC1C=CC=C2C=1N=CC=C2.[NH:24]1[CH:28]=[CH:27][N:26]=[CH:25]1.C(=O)([O-])[O-].[K+].[K+].[OH-].[NH4+]. (3) Given the product [Br:11][C:8]1[N:6]2[CH:7]=[C:2]([Cl:1])[CH:3]=[CH:4][C:5]2=[N:10][CH:9]=1, predict the reactants needed to synthesize it. The reactants are: [Cl:1][C:2]1[CH:3]=[CH:4][C:5]2[N:6]([CH:8]=[CH:9][N:10]=2)[CH:7]=1.[Br:11]Br. (4) Given the product [F:8][C:6]1[CH:5]=[C:4]([CH2:9][C:10]([NH:12][C@H:13]([C:15]([NH:18][CH:19]2[CH2:25][CH2:24][NH:23][C:21](=[O:22])[CH2:20]2)=[O:17])[CH3:14])=[O:11])[CH:3]=[C:2]([F:1])[CH:7]=1, predict the reactants needed to synthesize it. The reactants are: [F:1][C:2]1[CH:3]=[C:4]([CH2:9][C:10]([NH:12][C@H:13]([C:15]([OH:17])=O)[CH3:14])=[O:11])[CH:5]=[C:6]([F:8])[CH:7]=1.[NH2:18][CH:19]1[CH2:25][CH2:24][NH:23][C:21](=[O:22])[CH2:20]1. (5) Given the product [Br:32][C:9]1[N:8]([C:3]2[CH:4]=[CH:5][CH:6]=[CH:7][C:2]=2[Cl:1])[C:16]2[CH2:15][CH2:14][N:13]([N:17]3[CH2:18][CH2:19][CH2:20][CH2:21][CH2:22]3)[C:12](=[O:23])[C:11]=2[C:10]=1[CH3:24], predict the reactants needed to synthesize it. The reactants are: [Cl:1][C:2]1[CH:7]=[CH:6][CH:5]=[CH:4][C:3]=1[N:8]1[C:16]2[CH2:15][CH2:14][N:13]([N:17]3[CH2:22][CH2:21][CH2:20][CH2:19][CH2:18]3)[C:12](=[O:23])[C:11]=2[C:10]([CH3:24])=[CH:9]1.C1C(=O)N([Br:32])C(=O)C1.O.